Task: Regression. Given a target protein amino acid sequence and a drug SMILES string, predict the binding affinity score between them. We predict pKi (pKi = -log10(Ki in M); higher means stronger inhibition). Dataset: bindingdb_ki.. Dataset: Drug-target binding data from BindingDB using Ki measurements (1) The small molecule is COCCCC/C(=N\OCCN)c1ccc(C(F)(F)F)cc1. The target is MLLARMKPQVQPELGGADQ. The pKi is 5.9. (2) The drug is CC(C)C[C@H](NC(=O)[C@@H](NC(=O)[C@H](Cc1c[nH]c2ccccc12)NC(=O)[C@@H]1CCCN1C(=O)[C@@H](N)CCCCN)C(C)(C)C)C(=O)O. The target protein (O88319) has sequence MHLNSSVQQGAPSEPGAQPFPHPQFGLETMLLALSLSNGSGNSSESILEPNSNLDVNTDIYSKVLVTAVYLALFVVGTVGNSVTAFTLARKKSLQSLQSTVHYHLGSLALSDLLILLLAMPVELYNFIWVHHPWAFGDAGCRGYYFLRDACTYATALNVASLSVERYLAICHPFKAKTLMSRSRTKKFISAIWLASALLAVPMLFTMGLQNRSADGQHPGGLVCTPTVDTATVKVVIQVNTFMSFLFPMLIISILNTVIANKLTVMVHQAAEQGRGVCTVGTHNSLEHSTFNMSIEPGRVQALRHGVLVLRAVVIAFVVCWLPYHVRRLMFCYISDEQWTTFLFDFYHYFYMLTNALFYVSSAINPILYNLVSANFRQVFLSTLACLCPGWRRRRKKRPTFSRKPNSMSSNHAFSTSATRETLY. The pKi is 7.2. (3) The drug is Cc1cc2c(cc1Cl)N(C(=O)Nc1ccc(Oc3cccnc3C)nc1)CC2. The target protein sequence is MDFLNSSDQNLTSEELLNRMPSKILVSLTLSGLALMTTTINSLVIAAIIVTRKLHHPANYLICSLAVTDFLVAVLVMPFSIVYIVRESWIMGQVLCDIWLSVDIICCTCSILHLSAIALDRYRAITDAVEYARKRTPKHAGIMITIVWVISVFISMPPLFWRHQGTSRDDECVIKHDHIVSTIYSTFGAFYIPLVLILILYYKIYRAARTLYHKRQASRMMKEELNGQVLLESGEKSIKLVSTSYTLEKSLSDPSTDFDRIHSTVKSPRSELRHEKSWRRQKISGTRERKAATTLGLILGAFVICWLPFFVKELVVNVCDKCKISEEMSNFLAWLGYLNSLINPLIYTIFNEDFKKAFQKLVRCRC. The pKi is 6.1. (4) The compound is O=c1ccc([C@H]2CC3CCC2N3)c[nH]1. The pKi is 7.0. The target protein sequence is MGARIPRGARLSANMGARIPCGARLSANMGARIPCGARLSANMGARIPSGARLSANMGARIPRGASLSANMGARIPSGARLSANMGARIPSGARLSANMGARIPRGARLSANMGARAQTLLLLLGGFFSTAFCHIETRAHAEERLLKGLFSGYNKWSRPVANISDAVMVRFGLSIAQLIDVDEKNQMMTTNVWVKQEWHDYKLRWDPLEYENVTSIRIPSELIWRPDIVLYNNADGDFAVTHLTKAHLFHDGRIKWTPPAIYKSSCSIDVTFFPFDQQNCTMKFGSWTYDRAKIDLISMHSHVDQLDYWESGEWVIVNAVGNYNIKKYECCTEIYSDITYSFIIRRLPLFYTINLIIPCLLISCLTVLVFYLPSECGEKITLCISVLLSLTVFLLLITEIIPSTSLVIPLIGEYLLFTMIFVTLFIIITVFVLNVHHRSPRTHTMPAWVRRTFLDVVPRVLFMKRPAKDNCKKLIESLHARSFNPPPRLWSEAEIEPAFA.... (5) The small molecule is CC(C)OP(=O)(OC(C)C)c1ccccc1CS. The target protein (P26918) has sequence MMKGWMKCGLAGAVVLMASFWGGSVRAAGMSLTQVSGPVYVVEDNYYVQENSMVYFGAKGVTVVGATWTPDTARELHKLIKRVSRKPVLEVINTNYHTDRAGGNAYWKSIGAKVVSTRQTRDLMKSDWAEIVAFTRKGLPEYPDLPLVLPNVVHDGDFTLQEGKVRAFYAGPAHTPDGIFVYFPDEQVLYGNCILKEKLGNLSFADVKAYPQTLERLKAMKLPIKTVIGGHDSPLHGPELIDHYEALIKAAPQS. The pKi is 5.7. (6) The drug is CCN1CCCC1CNC(=O)c1cc(S(=O)(=O)NC(=O)c2ccc(N3CCN(Cc4ccccc4-c4ccc(Cl)cc4)CC3)cc2Oc2ccccc2)ccc1OC. The target protein (P10417) has sequence MAQAGRTGYDNREIVMKYIHYKLSQRGYEWDAGDADAAPLGAAPTPGIFSFQPESNPMPAVHRDMAARTSPLRPLVATAGPALSPVPPVVHLTLRRAGDDFSRRYRRDFAEMSSQLHLTPFTARGRFATVVEELFRDGVNWGRIVAFFEFGGVMCVESVNREMSPLVDNIALWMTEYLNRHLHTWIQDNGGWDAFVELYGPSMRPLFDFSWLSLKTLLSLALVGACITLGAYLGHK. The pKi is 8.2. (7) The target is MLLARMKPQVQPELGGADQ. The drug is CN[C@@H]1CC[C@@H](c2ccccc2)c2ccccc21. The pKi is 7.7. (8) The small molecule is CC(CCC(=O)Nc1nnc(S(N)(=O)=O)s1)C1CCC2C3C(O)CC4CC(O)CCC4(C)C3CCC12C. The target protein sequence is MTKHYDYIAIGGGSGGIASINRAAMYGQKCALIEAKELGGTCVNVGCVPKKVMWHAAQIREAIHMYGPDYGFDTTINKFNWETLIASRTAYIDRIHTSYENVLGKNNVDVIKGFARFVDAKTLEVNGETITADHILIATGGRPSHPDIPGVEYGIDSDGFFALPALPERVAVVGAGYIAVELAGVINGLGAKTHLFVRKHAPLRSFDPMISETLVEVMNAEGPQLHTNAIPKAVVKNADGSLTLELEDGRSETVDCLIWAIGREPANDNINLEAAGVKTNEKGYIVVDKYQNTNVEGIYAVGDNTGAVELTPVAVAAGRRLSERLFNNKPDEHLDYSNIPTVVFSHPPIGTVGLTEPQAREQYGDDQVKVYKSSFTAMYTAVTTHRQPCRMKLVCVGPEEKIVGIHGIGFGMDEMLQGFAVALKMGATKKDFDNTVAIHPTAAEEFVTMR. The pKi is 5.2.